This data is from NCI-60 drug combinations with 297,098 pairs across 59 cell lines. The task is: Regression. Given two drug SMILES strings and cell line genomic features, predict the synergy score measuring deviation from expected non-interaction effect. Drug 1: C1=NC2=C(N1)C(=S)N=C(N2)N. Drug 2: C(CN)CNCCSP(=O)(O)O. Cell line: CAKI-1. Synergy scores: CSS=41.8, Synergy_ZIP=-12.8, Synergy_Bliss=-6.78, Synergy_Loewe=-23.4, Synergy_HSA=-2.24.